Dataset: Full USPTO retrosynthesis dataset with 1.9M reactions from patents (1976-2016). Task: Predict the reactants needed to synthesize the given product. (1) Given the product [C:1]([C:3]1[CH:4]=[CH:5][C:6]([O:13][CH2:14][C:15]2[CH:20]=[CH:19][CH:18]=[CH:17][CH:16]=2)=[C:7]([CH:12]=1)[C:8]([OH:10])=[O:9])#[N:2], predict the reactants needed to synthesize it. The reactants are: [C:1]([C:3]1[CH:4]=[CH:5][C:6]([O:13][CH2:14][C:15]2[CH:20]=[CH:19][CH:18]=[CH:17][CH:16]=2)=[C:7]([CH:12]=1)[C:8]([O:10]C)=[O:9])#[N:2].[OH-].[Li+]. (2) Given the product [CH2:1]([C:3]1[N:11]=[C:10]([C:12]([F:14])([F:15])[F:13])[N:9]=[C:8]2[C:4]=1[N:5]=[CH:6][N:7]2[C:16]1[CH:21]=[CH:20][CH:19]=[C:18]([C:22]([NH:29][S:26]([CH3:25])(=[O:28])=[O:27])=[O:24])[CH:17]=1)[CH3:2], predict the reactants needed to synthesize it. The reactants are: [CH2:1]([C:3]1[N:11]=[C:10]([C:12]([F:15])([F:14])[F:13])[N:9]=[C:8]2[C:4]=1[N:5]=[CH:6][N:7]2[C:16]1[CH:21]=[CH:20][CH:19]=[C:18]([C:22]([OH:24])=O)[CH:17]=1)[CH3:2].[CH3:25][S:26]([NH2:29])(=[O:28])=[O:27].